This data is from Forward reaction prediction with 1.9M reactions from USPTO patents (1976-2016). The task is: Predict the product of the given reaction. (1) The product is: [CH3:2][O:3][C:4]1[CH:9]=[CH:8][C:7]([NH:10][NH:11][C:17]([O:16][C:13]([CH3:15])([CH3:14])[CH3:12])=[O:18])=[CH:6][CH:5]=1. Given the reactants Cl.[CH3:2][O:3][C:4]1[CH:9]=[CH:8][C:7]([NH:10][NH2:11])=[CH:6][CH:5]=1.[CH3:12][C:13]([O:16][C:17](O[C:17]([O:16][C:13]([CH3:15])([CH3:14])[CH3:12])=[O:18])=[O:18])([CH3:15])[CH3:14].C([O-])([O-])=O.[Na+].[Na+].C(#N)C, predict the reaction product. (2) Given the reactants [N+:1]([CH2:3][C:4]([O:6][CH2:7][CH3:8])=[O:5])#[C-].N12[CH2:19][CH2:18][CH2:17]N=C1CCCCC2.[CH:20](=[O:24])[CH:21]([CH3:23])[CH3:22].[O:25]1CC[CH2:27][CH2:26]1, predict the reaction product. The product is: [CH2:7]([O:6][C:4]([C:3]1[NH:1][CH:22]=[C:21]([C:20]([O:25][CH2:26][CH3:27])=[O:24])[C:23]=1[CH:18]([CH3:17])[CH3:19])=[O:5])[CH3:8]. (3) Given the reactants [CH2:1]([N:5]1[C:9](=[O:10])[C:8](Cl)=[C:7]([C:12]2[CH:17]=[CH:16][CH:15]=[CH:14][CH:13]=2)[S:6]1(=[O:19])=[O:18])[CH2:2][CH2:3][CH3:4].[F:20][C:21]([F:31])([F:30])[O:22][C:23]1[CH:28]=[CH:27][C:26]([NH2:29])=[CH:25][CH:24]=1, predict the reaction product. The product is: [CH2:1]([N:5]1[C:9](=[O:10])[C:8]([NH:29][C:26]2[CH:27]=[CH:28][C:23]([O:22][C:21]([F:20])([F:30])[F:31])=[CH:24][CH:25]=2)=[C:7]([C:12]2[CH:17]=[CH:16][CH:15]=[CH:14][CH:13]=2)[S:6]1(=[O:19])=[O:18])[CH2:2][CH2:3][CH3:4].